Dataset: Reaction yield outcomes from USPTO patents with 853,638 reactions. Task: Predict the reaction yield, written as a fraction of the theoretical maximum amount of product (1.0 means a 100% yield; for example, 0.34 means a 34% yield). (1) The reactants are [CH:1]1([CH:4]=O)[CH2:3][CH2:2]1.[Br:6][C:7]1[CH:8]=[C:9]([NH2:14])[C:10]([NH2:13])=[N:11][CH:12]=1. The catalyst is CC(O)=O.O1CCOCC1. The product is [Br:6][C:7]1[CH:8]=[C:9]2[NH:14][C:4]([CH:1]3[CH2:3][CH2:2]3)=[N:13][C:10]2=[N:11][CH:12]=1. The yield is 0.210. (2) The reactants are C(O[C:6](=O)[NH:7][CH:8]1[CH2:13][CH2:12][N:11]([CH2:14][CH2:15][OH:16])[CH2:10][CH2:9]1)(C)(C)C.[H-].[Al+3].[Li+].[H-].[H-].[H-].O.[OH-].[Na+]. The catalyst is O1CCCC1. The product is [CH3:6][NH:7][CH:8]1[CH2:13][CH2:12][N:11]([CH2:14][CH2:15][OH:16])[CH2:10][CH2:9]1. The yield is 1.00. (3) The product is [CH2:36]([O:38][C:28]([C:25]1[CH:26]=[C:27]2[C:22](=[CH:23][CH:24]=1)[NH:21][N:20]=[C:19]2[C:14]1[CH:13]=[CH:12][C:11]2[C:16](=[CH:17][CH:18]=[C:9]([O:8][CH2:7][CH2:6][N:1]3[CH:5]=[CH:4][N:3]=[CH:2]3)[CH:10]=2)[CH:15]=1)=[NH:29])[CH3:37]. No catalyst specified. The yield is 0.620. The reactants are [N:1]1([CH2:6][CH2:7][O:8][C:9]2[CH:10]=[C:11]3[C:16](=[CH:17][CH:18]=2)[CH:15]=[C:14]([C:19]2[C:27]4[C:22](=[CH:23][CH:24]=[C:25]([C:28]#[N:29])[CH:26]=4)[N:21](C4CCCCO4)[N:20]=2)[CH:13]=[CH:12]3)[CH:5]=[CH:4][N:3]=[CH:2]1.[CH2:36]([OH:38])[CH3:37]. (4) The catalyst is C1COCC1.C(Cl)Cl. The reactants are F.F.F.C(N(CC)CC)C.[Si]([O:28][CH2:29][C@H:30]1[O:34][C@@H:33]([N:35]2[CH:42]=[C:41]([CH3:43])[C:39](=[O:40])[NH:38][C:36]2=[O:37])[C@H:32]([O:44][CH2:45][CH2:46][O:47][N:48]([CH3:50])[CH3:49])[C@@H:31]1[OH:51])(C(C)(C)C)(C1C=CC=CC=1)C1C=CC=CC=1.CO. The product is [CH3:49][N:48]([CH3:50])[O:47][CH2:46][CH2:45][O:44][C@@H:32]1[C@H:31]([OH:51])[C@@H:30]([CH2:29][OH:28])[O:34][C@H:33]1[N:35]1[CH:42]=[C:41]([CH3:43])[C:39](=[O:40])[NH:38][C:36]1=[O:37]. The yield is 0.925. (5) The reactants are [CH3:1][C:2]1[C:7]([CH:8]([CH2:13][CH2:14][CH3:15])[C:9]([O:11]C)=[O:10])=[C:6]([C:16]2[CH:21]=[CH:20][C:19]([CH3:22])=[CH:18][CH:17]=2)[N:5]=[C:4]([NH:23][CH2:24][C:25]([CH3:28])([CH3:27])[CH3:26])[N:3]=1.[OH-].[Na+]. The catalyst is CO. The product is [CH3:1][C:2]1[C:7]([CH:8]([CH2:13][CH2:14][CH3:15])[C:9]([OH:11])=[O:10])=[C:6]([C:16]2[CH:21]=[CH:20][C:19]([CH3:22])=[CH:18][CH:17]=2)[N:5]=[C:4]([NH:23][CH2:24][C:25]([CH3:26])([CH3:28])[CH3:27])[N:3]=1. The yield is 0.870. (6) The reactants are [K+].[CH3:2][Si:3]([CH3:17])([CH3:16])[CH2:4][CH2:5][O:6][CH2:7][N:8]1[CH:12]=[N:11][C:10]([C:13]([O-:15])=O)=[N:9]1.CC[N:20]([CH:24]([CH3:26])C)[CH:21]([CH3:23])C.FC(F)(F)[C:29]([OH:31])=[O:30].[C:34]1([C:40]2[CH:45]=[C:44]([CH:46]3CCNCC3)[CH:43]=[CH:42][C:41]=2[NH:52]C(C2NC=C(C#N)N=2)=O)[CH2:39][CH2:38][CH2:37][CH2:36][CH:35]=1.C1CN([P+](Br)(N2[CH2:77][CH2:76][CH2:75]C2)N2CCCC2)CC1.F[P-](F)(F)(F)(F)F.[CH2:86](Cl)Cl. No catalyst specified. The product is [C:76]([O:31][C:29]([N:20]1[CH2:21][CH2:23][CH:46]([C:44]2[CH:43]=[CH:42][C:41]([NH:52][C:13]([C:10]3[N:11]=[CH:12][N:8]([CH2:7][O:6][CH2:5][CH2:4][Si:3]([CH3:2])([CH3:17])[CH3:16])[N:9]=3)=[O:15])=[C:40]([C:34]3[CH2:39][CH2:38][CH2:37][CH2:36][CH:35]=3)[CH:45]=2)[CH2:26][CH2:24]1)=[O:30])([CH3:75])([CH3:77])[CH3:86]. The yield is 0.550.